Dataset: Forward reaction prediction with 1.9M reactions from USPTO patents (1976-2016). Task: Predict the product of the given reaction. (1) Given the reactants [CH2:1]([C:3]1[CH:8]=[CH:7][C:6]([CH:9]2[CH2:14][N:13]([C:15]([N:17]3[CH2:22][CH2:21][O:20][CH2:19][CH2:18]3)=[O:16])[CH2:12][CH:11]([C:23]([OH:25])=O)[CH2:10]2)=[CH:5][CH:4]=1)[CH3:2].O[NH:27][C:28](=[NH:36])[CH2:29][C:30]1[CH:35]=[CH:34][CH:33]=[CH:32][CH:31]=1, predict the reaction product. The product is: [CH2:29]([C:28]1[N:36]=[C:23]([CH:11]2[CH2:10][CH:9]([C:6]3[CH:7]=[CH:8][C:3]([CH2:1][CH3:2])=[CH:4][CH:5]=3)[CH2:14][N:13]([C:15]([N:17]3[CH2:22][CH2:21][O:20][CH2:19][CH2:18]3)=[O:16])[CH2:12]2)[O:25][N:27]=1)[C:30]1[CH:35]=[CH:34][CH:33]=[CH:32][CH:31]=1. (2) The product is: [O:1]([CH2:19][CH2:20][C:21]1([CH2:27][CH2:32][NH2:31])[CH2:22][CH2:23][CH2:24][CH2:25][CH2:26]1)[Si:2]([C:15]([CH3:17])([CH3:18])[CH3:16])([C:9]1[CH:10]=[CH:11][CH:12]=[CH:13][CH:14]=1)[C:3]1[CH:8]=[CH:7][CH:6]=[CH:5][CH:4]=1. Given the reactants [O:1]([CH2:19][CH2:20][C:21]1([C:27]23C=CC=CC2C([NH:31][C:32]3=O)=O)[CH2:26][CH2:25][CH2:24][CH2:23][CH2:22]1)[Si:2]([C:15]([CH3:18])([CH3:17])[CH3:16])([C:9]1[CH:14]=[CH:13][CH:12]=[CH:11][CH:10]=1)[C:3]1[CH:8]=[CH:7][CH:6]=[CH:5][CH:4]=1.O.NN.C(OCC)C, predict the reaction product.